The task is: Predict the reactants needed to synthesize the given product.. This data is from Full USPTO retrosynthesis dataset with 1.9M reactions from patents (1976-2016). (1) Given the product [C:1]([O:5][C:6]([N:8]1[CH2:9][CH2:10][C:11]([CH3:34])([N:14]2[CH2:15][CH2:16][CH:17]([NH:20][C:21]3[CH:26]=[CH:25][CH:24]=[CH:23][CH:22]=3)[CH2:18][CH2:19]2)[CH2:12][CH2:13]1)=[O:7])([CH3:4])([CH3:2])[CH3:3], predict the reactants needed to synthesize it. The reactants are: [C:1]([O:5][C:6]([N:8]1[CH2:13][CH2:12][C:11]([CH3:34])([N:14]2[CH2:19][CH2:18][CH:17]([N:20](CC3C=CC=CC=3)[C:21]3[CH:26]=[CH:25][CH:24]=[CH:23][CH:22]=3)[CH2:16][CH2:15]2)[CH2:10][CH2:9]1)=[O:7])([CH3:4])([CH3:3])[CH3:2].C([O-])=O.[NH4+]. (2) Given the product [CH2:1]([O:8][C:9]([C:11]1[CH:20]=[C:19]([O:21][CH2:22][C:23]2[CH:28]=[CH:27][CH:26]=[CH:25][CH:24]=2)[C:18]2[C:13](=[C:14]([O:30][CH2:31][C:32]3[CH:37]=[CH:36][CH:35]=[CH:34][CH:33]=3)[CH:15]=[C:16]([C:52]3[CH:51]=[C:50]([Cl:49])[CH:55]=[C:54]([Cl:56])[CH:53]=3)[CH:17]=2)[N:12]=1)=[O:10])[C:2]1[CH:7]=[CH:6][CH:5]=[CH:4][CH:3]=1, predict the reactants needed to synthesize it. The reactants are: [CH2:1]([O:8][C:9]([C:11]1[CH:20]=[C:19]([O:21][CH2:22][C:23]2[CH:28]=[CH:27][CH:26]=[CH:25][CH:24]=2)[C:18]2[C:13](=[C:14]([O:30][CH2:31][C:32]3[CH:37]=[CH:36][CH:35]=[CH:34][CH:33]=3)[CH:15]=[C:16](Br)[CH:17]=2)[N:12]=1)=[O:10])[C:2]1[CH:7]=[CH:6][CH:5]=[CH:4][CH:3]=1.COC1C=CC(B(O)O)=CC=1.[Cl:49][C:50]1[CH:51]=[C:52](B(O)O)[CH:53]=[C:54]([Cl:56])[CH:55]=1.